This data is from Cav3 T-type calcium channel HTS with 100,875 compounds. The task is: Binary Classification. Given a drug SMILES string, predict its activity (active/inactive) in a high-throughput screening assay against a specified biological target. (1) The drug is O1c2c(C(c3ccccc3)C(=C1N)C#N)ccc(O)c2. The result is 0 (inactive). (2) The drug is o1c2c(c(NC(=O)C)c1)cc(OC)cc2. The result is 0 (inactive). (3) The drug is Clc1ccc(SCCOc2c(OC)cc(cc2)C=O)cc1. The result is 0 (inactive). (4) The molecule is O(CCn1nnnc1C(N1CCN(CC1)CC=C)CC(C)C)C. The result is 0 (inactive). (5) The compound is s1cc(c2n(CCN3CCOCC3)cc3C(=O)C(OC(=O)C4CCCC4)(C(=O)C=c3c2)C)cc1. The result is 0 (inactive). (6) The molecule is s1c(NC(=O)Cc2cc(OC)c(OC)cc2)nnc1SCC. The result is 0 (inactive). (7) The drug is O(c1cc(c(cc1)C)C)CC(=O)Nc1ncc([N+]([O-])=O)cc1. The result is 0 (inactive). (8) The molecule is O=C(NC1CCCCC1)Nc1ccc(C(C)C)cc1. The result is 0 (inactive).